Dataset: Forward reaction prediction with 1.9M reactions from USPTO patents (1976-2016). Task: Predict the product of the given reaction. (1) Given the reactants [F:1][CH:2]1[CH2:6][CH2:5][CH:4]([C:7]([O:9]CC2C=CC=CC=2)=[O:8])[CH2:3]1, predict the reaction product. The product is: [F:1][CH:2]1[CH2:6][CH2:5][CH:4]([C:7]([OH:9])=[O:8])[CH2:3]1. (2) The product is: [CH:13]([S:12][C:6]1[CH:5]=[CH:4][C:3]([C:1]#[N:2])=[CH:11][C:7]=1[C:8]([N:58]1[CH2:57][CH2:56][N:55]([C:52]2[CH:51]=[CH:50][C:49]([C:48]([F:61])([F:62])[F:47])=[CH:54][CH:53]=2)[CH2:60][CH2:59]1)=[O:10])([CH3:15])[CH3:14]. Given the reactants [C:1]([C:3]1[CH:4]=[CH:5][C:6]([S:12][CH:13]([CH3:15])[CH3:14])=[C:7]([CH:11]=1)[C:8]([OH:10])=O)#[N:2].CN(C(ON1N=NC2C=CC=CC1=2)=[N+](C)C)C.[B-](F)(F)(F)F.C(N(C(C)C)C(C)C)C.[F:47][C:48]([F:62])([F:61])[C:49]1[CH:54]=[CH:53][C:52]([N:55]2[CH2:60][CH2:59][NH:58][CH2:57][CH2:56]2)=[CH:51][CH:50]=1, predict the reaction product.